From a dataset of Reaction yield outcomes from USPTO patents with 853,638 reactions. Predict the reaction yield, written as a fraction of the theoretical maximum amount of product (1.0 means a 100% yield; for example, 0.34 means a 34% yield). (1) The catalyst is C1COCC1.C(Cl)(Cl)Cl. The reactants are [OH:1][C@@H:2]([C:23]1[CH:28]=[CH:27][CH:26]=[CH:25][CH:24]=1)[CH2:3][CH2:4][N:5]1[CH2:10][CH2:9][CH:8]([C:11]2[CH:12]=[C:13]([NH:17][C:18](=[O:22])[CH:19]([CH3:21])[CH3:20])[CH:14]=[CH:15][CH:16]=2)[CH2:7][CH2:6]1.[C:29]([C:32]1[CH:37]=[CH:36][CH:35]=[CH:34][C:33]=1O)(=[O:31])[CH3:30].C1(P(C2C=CC=CC=2)C2C=CC=CC=2)C=CC=CC=1.N(C(OCC)=O)=NC(OCC)=O.N. The product is [C:29]([C:32]1[CH:33]=[C:34]([CH:35]=[CH:36][CH:37]=1)[O:1][C@H:2]([C:23]1[CH:24]=[CH:25][CH:26]=[CH:27][CH:28]=1)[CH2:3][CH2:4][N:5]1[CH2:10][CH2:9][CH:8]([C:11]2[CH:12]=[C:13]([NH:17][C:18](=[O:22])[CH:19]([CH3:21])[CH3:20])[CH:14]=[CH:15][CH:16]=2)[CH2:7][CH2:6]1)(=[O:31])[CH3:30]. The yield is 0.220. (2) The reactants are [O:1]([CH2:9][C:10]1[CH:11]=[N:12][C:13]([NH:16][C:17]2[CH:22]=[CH:21][CH:20]=[CH:19][CH:18]=2)=[N:14][CH:15]=1)[Si:2]([C:5]([CH3:8])([CH3:7])[CH3:6])([CH3:4])[CH3:3].[C:23](O[C:23]([O:25][C:26]([CH3:29])([CH3:28])[CH3:27])=[O:24])([O:25][C:26]([CH3:29])([CH3:28])[CH3:27])=[O:24]. The catalyst is C1COCC1.CN(C)C1C=CN=CC=1.C(OCC)(=O)C. The product is [C:26]([O:25][C:23](=[O:24])[N:16]([C:13]1[N:12]=[CH:11][C:10]([CH2:9][O:1][Si:2]([C:5]([CH3:8])([CH3:6])[CH3:7])([CH3:4])[CH3:3])=[CH:15][N:14]=1)[C:17]1[CH:18]=[CH:19][CH:20]=[CH:21][CH:22]=1)([CH3:29])([CH3:28])[CH3:27]. The yield is 1.00.